The task is: Regression/Classification. Given a drug SMILES string, predict its absorption, distribution, metabolism, or excretion properties. Task type varies by dataset: regression for continuous measurements (e.g., permeability, clearance, half-life) or binary classification for categorical outcomes (e.g., BBB penetration, CYP inhibition). For this dataset (solubility_aqsoldb), we predict Y.. This data is from Aqueous solubility values for 9,982 compounds from the AqSolDB database. (1) The drug is C[N+](C)(C)c1ccc2c(c1)/C(=N/Nc1ccc(N)c([N+](=O)[O-])c1)C(=O)C=C2.[Cl-]. The Y is -1.40 log mol/L. (2) The molecule is CC(C)(COCc1cccc(Oc2ccccc2)c1)c1ccc(OC(F)(F)Br)cc1. The Y is -9.98 log mol/L. (3) The compound is CN1[C@H]2CC[C@@H]1C[C@H](OC(=O)C(CO)c1ccccc1)C2. The Y is -2.00 log mol/L. (4) The drug is Clc1ccc2c(Cl)ccnc2c1. The Y is -2.80 log mol/L. (5) The drug is COCc1ccc(C=O)o1. The Y is -0.499 log mol/L. (6) The drug is CCCOP(=O)(OCCC)OCCC. The Y is -1.54 log mol/L. (7) The compound is CC(C)SC(C)C. The Y is -2.24 log mol/L.